This data is from Peptide-MHC class I binding affinity with 185,985 pairs from IEDB/IMGT. The task is: Regression. Given a peptide amino acid sequence and an MHC pseudo amino acid sequence, predict their binding affinity value. This is MHC class I binding data. The peptide sequence is RVGTKHATL. The MHC is HLA-A32:01 with pseudo-sequence HLA-A32:01. The binding affinity (normalized) is 0.421.